Dataset: Full USPTO retrosynthesis dataset with 1.9M reactions from patents (1976-2016). Task: Predict the reactants needed to synthesize the given product. Given the product [F:1][CH:2]([F:8])[C:3]1[CH:7]=[C:6]([Sn:18]([CH2:20][CH2:21][CH2:22][CH3:23])([CH2:24][CH2:25][CH2:26][CH3:27])[CH2:14][CH2:15][CH2:16][CH3:17])[S:5][N:4]=1, predict the reactants needed to synthesize it. The reactants are: [F:1][CH:2]([F:8])[C:3]1[CH:7]=[CH:6][S:5][N:4]=1.C([Li])CCC.[CH2:14]([Sn:18]([CH2:24][CH2:25][CH2:26][CH3:27])([CH2:20][CH2:21][CH2:22][CH3:23])Cl)[CH2:15][CH2:16][CH3:17].C([O-])(O)=O.[Na+].